This data is from Catalyst prediction with 721,799 reactions and 888 catalyst types from USPTO. The task is: Predict which catalyst facilitates the given reaction. (1) Reactant: C([O:8][C:9]1[C:14]2[CH:15]=[C:16]([C:18]3[N:19]=[C:20]4[N:24]([CH:25]=3)[N:23]=[C:22]([O:26][CH3:27])[S:21]4)[O:17][C:13]=2[CH:12]=[C:11]([Cl:28])[CH:10]=1)C1C=CC=CC=1.CC1C(C)=C(C)C(C)=C(C)C=1.B(Cl)(Cl)Cl.C([O-])(O)=O.[Na+]. Product: [Cl:28][C:11]1[CH:12]=[C:13]2[O:17][C:16]([C:18]3[N:19]=[C:20]4[N:24]([CH:25]=3)[N:23]=[C:22]([O:26][CH3:27])[S:21]4)=[CH:15][C:14]2=[C:9]([OH:8])[CH:10]=1. The catalyst class is: 34. (2) Reactant: [Cl:1][C:2]1[CH:43]=[CH:42][C:5]([CH2:6][N:7]2[C:15]3[C:10](=[N:11][C:12]([C:22]([O:24][CH3:25])=[O:23])=[N:13][C:14]=3[NH:16][C@@H:17]([CH:19]3[CH2:21][CH2:20]3)[CH3:18])[N:9]=[C:8]2[C:26]2[CH:31]=[C:30]([CH3:32])[CH:29]=[CH:28][C:27]=2[O:33][CH2:34][CH2:35][CH2:36]OS(C)(=O)=O)=[CH:4][CH:3]=1.[NH:44]1[CH2:49][CH2:48][O:47][CH2:46][CH2:45]1.C(N(CC)CC)C. Product: [Cl:1][C:2]1[CH:3]=[CH:4][C:5]([CH2:6][N:7]2[C:15]3[C:10](=[N:11][C:12]([C:22]([O:24][CH3:25])=[O:23])=[N:13][C:14]=3[NH:16][C@@H:17]([CH:19]3[CH2:20][CH2:21]3)[CH3:18])[N:9]=[C:8]2[C:26]2[CH:31]=[C:30]([CH3:32])[CH:29]=[CH:28][C:27]=2[O:33][CH2:34][CH2:35][CH2:36][N:44]2[CH2:49][CH2:48][O:47][CH2:46][CH2:45]2)=[CH:42][CH:43]=1. The catalyst class is: 1. (3) Reactant: [C:1]([C:5]1[NH:6][C:7]([C:13]([N:15]2[CH2:20][CH2:19][NH:18][C:17](=[O:21])[C:16]2([CH3:23])[CH3:22])=[O:14])=[C:8]([N+:10]([O-])=O)[CH:9]=1)([CH3:4])([CH3:3])[CH3:2]. Product: [NH2:10][C:8]1[CH:9]=[C:5]([C:1]([CH3:4])([CH3:3])[CH3:2])[NH:6][C:7]=1[C:13]([N:15]1[CH2:20][CH2:19][NH:18][C:17](=[O:21])[C:16]1([CH3:22])[CH3:23])=[O:14]. The catalyst class is: 19. (4) Reactant: [C:1]([Si:5]([CH3:31])([CH3:30])[O:6][C@H:7]([C:23]1[CH:24]=[N:25][C:26](Cl)=[CH:27][CH:28]=1)[CH2:8][NH:9][C:10]([CH3:22])([CH3:21])[CH2:11][C:12]1[CH:17]=[CH:16][C:15]([N+:18]([O-])=O)=[CH:14][CH:13]=1)([CH3:4])([CH3:3])[CH3:2].C([O-])=O.[NH4+]. Product: [C:1]([Si:5]([CH3:31])([CH3:30])[O:6][C@H:7]([C:23]1[CH:24]=[N:25][CH:26]=[CH:27][CH:28]=1)[CH2:8][NH:9][C:10]([CH3:21])([CH3:22])[CH2:11][C:12]1[CH:13]=[CH:14][C:15]([NH2:18])=[CH:16][CH:17]=1)([CH3:4])([CH3:2])[CH3:3]. The catalyst class is: 19.